From a dataset of Forward reaction prediction with 1.9M reactions from USPTO patents (1976-2016). Predict the product of the given reaction. Given the reactants [NH:1]1[CH2:6][CH2:5][O:4][CH2:3][CH2:2]1.[Br:7][C:8]1[CH:13]=[CH:12][C:11]([S:14](Cl)(=[O:16])=[O:15])=[C:10]([C:18]([F:21])([F:20])[F:19])[CH:9]=1.O, predict the reaction product. The product is: [Br:7][C:8]1[CH:13]=[CH:12][C:11]([S:14]([N:1]2[CH2:6][CH2:5][O:4][CH2:3][CH2:2]2)(=[O:15])=[O:16])=[C:10]([C:18]([F:21])([F:19])[F:20])[CH:9]=1.